Dataset: Catalyst prediction with 721,799 reactions and 888 catalyst types from USPTO. Task: Predict which catalyst facilitates the given reaction. Reactant: [NH2:1][C:2]1[N:7]=[C:6]([N:8]2[CH2:13][CH2:12][CH2:11][C@H:10]([C:14]([NH:16][CH:17]3[CH2:22][CH2:21][CH:20]([CH3:23])[CH2:19][CH2:18]3)=[O:15])[CH2:9]2)[CH:5]=[C:4]([C:24]2[CH:29]=[CH:28][C:27]([C:30]#[N:31])=[C:26](F)[CH:25]=2)[N:3]=1.CCN(C(C)C)C(C)C.[NH2:42][NH2:43]. Product: [NH2:1][C:2]1[N:7]=[C:6]([N:8]2[CH2:13][CH2:12][CH2:11][C@H:10]([C:14]([NH:16][CH:17]3[CH2:22][CH2:21][CH:20]([CH3:23])[CH2:19][CH2:18]3)=[O:15])[CH2:9]2)[CH:5]=[C:4]([C:24]2[CH:25]=[C:26]3[C:27]([C:30]([NH2:31])=[N:42][NH:43]3)=[CH:28][CH:29]=2)[N:3]=1. The catalyst class is: 14.